From a dataset of Forward reaction prediction with 1.9M reactions from USPTO patents (1976-2016). Predict the product of the given reaction. (1) Given the reactants [F:1][C:2]([F:10])([F:9])[C:3]#[C:4][C:5]([F:8])([F:7])[F:6].[CH3:11][O:12][C:13]1[O:14][CH:15]=[CH:16][CH:17]=1, predict the reaction product. The product is: [CH3:11][O:12][C:13]1[CH:17]=[CH:16][C:15]([OH:14])=[C:3]([C:2]([F:10])([F:9])[F:1])[C:4]=1[C:5]([F:8])([F:7])[F:6]. (2) Given the reactants [CH2:1]([O:5][CH2:6][CH2:7][O:8][C:9]1[CH:14]=[CH:13][C:12]([C:15]2[CH:16]=[CH:17][C:18]3[N:24]([CH2:25][CH:26]([CH3:28])[CH3:27])[CH2:23][CH2:22][C:21]([C:29]([NH:31][C:32]4[CH:37]=[CH:36][C:35]([S:38][CH2:39][C:40]5[N:41]([CH3:45])[CH:42]=[N:43][CH:44]=5)=[CH:34][CH:33]=4)=[O:30])=[CH:20][C:19]=3[CH:46]=2)=[CH:11][CH:10]=1)[CH2:2][CH2:3][CH3:4].ClC1C=CC=C(C(OO)=[O:55])C=1.S([O-])([O-])(=O)=S.[Na+].[Na+], predict the reaction product. The product is: [CH2:1]([O:5][CH2:6][CH2:7][O:8][C:9]1[CH:10]=[CH:11][C:12]([C:15]2[CH:16]=[CH:17][C:18]3[N:24]([CH2:25][CH:26]([CH3:27])[CH3:28])[CH2:23][CH2:22][C:21]([C:29]([NH:31][C:32]4[CH:33]=[CH:34][C:35]([S:38]([CH2:39][C:40]5[N:41]([CH3:45])[CH:42]=[N:43][CH:44]=5)=[O:55])=[CH:36][CH:37]=4)=[O:30])=[CH:20][C:19]=3[CH:46]=2)=[CH:13][CH:14]=1)[CH2:2][CH2:3][CH3:4]. (3) Given the reactants C1(P(C2C=CC=CC=2)C2C=CC=CC=2)C=CC=CC=1.[C:20]([O:24][C:25](=[O:57])[CH2:26][O:27][C:28]1[CH:33]=[CH:32][C:31]([C@@H:34]2[C@@H:37]([S:38]SC3C([N+]([O-])=O)=CC=CN=3)[C:36](=[O:49])[N:35]2[C:50]2[CH:55]=[CH:54][C:53]([F:56])=[CH:52][CH:51]=2)=[CH:30][CH:29]=1)([CH3:23])([CH3:22])[CH3:21].CCN(CC)CC.Br[CH2:66][C:67]([C:69]1[CH:77]=[CH:76][C:72]2[CH2:73][CH2:74][O:75][C:71]=2[CH:70]=1)=[O:68], predict the reaction product. The product is: [C:20]([O:24][C:25](=[O:57])[CH2:26][O:27][C:28]1[CH:33]=[CH:32][C:31]([C@@H:34]2[C@@H:37]([S:38][CH2:66][C:67]([C:69]3[CH:77]=[CH:76][C:72]4[CH2:73][CH2:74][O:75][C:71]=4[CH:70]=3)=[O:68])[C:36](=[O:49])[N:35]2[C:50]2[CH:55]=[CH:54][C:53]([F:56])=[CH:52][CH:51]=2)=[CH:30][CH:29]=1)([CH3:21])([CH3:22])[CH3:23]. (4) Given the reactants C([N:8]1[CH2:16][CH:15]2[CH:10]([C:11](=[O:29])[N:12]([C:17]3[CH:22]=[CH:21][C:20]([O:23][CH2:24][C:25]([F:28])([F:27])[F:26])=[CH:19][CH:18]=3)[CH2:13][CH2:14]2)[CH2:9]1)C1C=CC=CC=1.[CH3:42][C:41]([O:40][C:38](O[C:38]([O:40][C:41]([CH3:44])([CH3:43])[CH3:42])=[O:39])=[O:39])([CH3:44])[CH3:43], predict the reaction product. The product is: [C:41]([O:40][C:38]([N:8]1[CH2:16][CH:15]2[CH:10]([C:11](=[O:29])[N:12]([C:17]3[CH:22]=[CH:21][C:20]([O:23][CH2:24][C:25]([F:28])([F:27])[F:26])=[CH:19][CH:18]=3)[CH2:13][CH2:14]2)[CH2:9]1)=[O:39])([CH3:42])([CH3:43])[CH3:44]. (5) Given the reactants [Cl-].[Al+3].[Cl-].[Cl-].[C:5](Cl)(=[O:7])[CH3:6].[CH3:9][C:10]1[N:17]2[C:13]([S:14][CH:15]=[CH:16]2)=[CH:12][N:11]=1.C(=O)([O-])[O-].[Na+].[Na+], predict the reaction product. The product is: [C:5]([C:12]1[N:11]=[C:10]([CH3:9])[N:17]2[CH:16]=[CH:15][S:14][C:13]=12)(=[O:7])[CH3:6].